Dataset: Full USPTO retrosynthesis dataset with 1.9M reactions from patents (1976-2016). Task: Predict the reactants needed to synthesize the given product. Given the product [Cl:27][C:28]1[CH:29]=[C:30]([C:2]2[CH:3]=[C:4]3[C:9](=[CH:10][CH:11]=2)[N:8]=[CH:7][C:6]([C:12]([CH:14]2[CH2:16][CH2:15]2)=[O:13])=[C:5]3[N:17]2[CH2:18][CH2:19][CH:20]([CH2:23][N:24]([CH3:26])[CH3:25])[CH2:21][CH2:22]2)[CH:31]=[CH:32][C:33]=1[OH:34], predict the reactants needed to synthesize it. The reactants are: Br[C:2]1[CH:3]=[C:4]2[C:9](=[CH:10][CH:11]=1)[N:8]=[CH:7][C:6]([C:12]([CH:14]1[CH2:16][CH2:15]1)=[O:13])=[C:5]2[N:17]1[CH2:22][CH2:21][CH:20]([CH2:23][N:24]([CH3:26])[CH3:25])[CH2:19][CH2:18]1.[Cl:27][C:28]1[CH:29]=[C:30](B(O)O)[CH:31]=[CH:32][C:33]=1[OH:34].